Dataset: Reaction yield outcomes from USPTO patents with 853,638 reactions. Task: Predict the reaction yield, written as a fraction of the theoretical maximum amount of product (1.0 means a 100% yield; for example, 0.34 means a 34% yield). (1) The reactants are C([O:8][C:9]1[CH:14]=[CH:13][CH:12]=[CH:11][C:10]=1[C:15]1[CH:16]=[N:17][CH:18]=[CH:19][CH:20]=1)C1C=CC=CC=1. The catalyst is CO. The product is [N:17]1[CH:18]=[CH:19][CH:20]=[C:15]([C:10]2[CH:11]=[CH:12][CH:13]=[CH:14][C:9]=2[OH:8])[CH:16]=1. The yield is 0.790. (2) The reactants are [F:1][C:2]1[C:3]([CH2:29][CH2:30][C:31]2[S:32][CH:33]=[C:34]([CH:36]([CH3:38])[CH3:37])[N:35]=2)=[CH:4][C:5]2[N:6]([CH:28]=1)[C:7](=[O:27])[C:8](/[CH:18]=[CH:19]/[C:20]([O:22]C(C)(C)C)=[O:21])=[C:9]([N:11]1[CH2:16][CH2:15][CH2:14][CH:13]([OH:17])[CH2:12]1)[N:10]=2. The catalyst is Cl.O1CCOCC1. The product is [F:1][C:2]1[C:3]([CH2:29][CH2:30][C:31]2[S:32][CH:33]=[C:34]([CH:36]([CH3:38])[CH3:37])[N:35]=2)=[CH:4][C:5]2[N:6]([CH:28]=1)[C:7](=[O:27])[C:8]([CH:18]=[CH:19][C:20]([OH:22])=[O:21])=[C:9]([N:11]1[CH2:16][CH2:15][CH2:14][CH:13]([OH:17])[CH2:12]1)[N:10]=2. The yield is 0.910. (3) The reactants are [Cl:1][C:2]1[CH:11]=[C:10]2[C:5]([N:6]=[C:7]([O:20][CH3:21])[C:8](/[CH:12]=[N:13]/[S@@:14]([C:16]([CH3:19])([CH3:18])[CH3:17])=[O:15])=[N:9]2)=[CH:4][CH:3]=1.[CH3:22][Mg]Cl. The catalyst is C(Cl)Cl. The product is [Cl:1][C:2]1[CH:11]=[C:10]2[C:5]([N:6]=[C:7]([O:20][CH3:21])[C:8]([C@H:12]([NH:13][S@@:14]([C:16]([CH3:17])([CH3:18])[CH3:19])=[O:15])[CH3:22])=[N:9]2)=[CH:4][CH:3]=1. The yield is 0.510. (4) The reactants are [CH2:1]1[O:21][C:20]2[C:3](=[CH:4][CH2:5][C:6]([O:22][CH3:23])([CH:19]=2)[CH2:7][CH:8]([C:14]([O:16]CC)=[O:15])[C:9]([O:11][CH2:12][CH3:13])=[O:10])[O:2]1.[OH-].[K+]. The catalyst is C(O)C.O. The product is [CH2:1]1[O:21][C:20]2[C:3](=[CH:4][CH2:5][C:6]([O:22][CH3:23])([CH:19]=2)[CH2:7][CH:8]([C:14]([OH:16])=[O:15])[C:9]([O:11][CH2:12][CH3:13])=[O:10])[O:2]1. The yield is 0.890. (5) The product is [F:33][C:34]1[CH:42]=[C:41]([OH:43])[CH:40]=[CH:39][C:35]=1[C:36]([NH:1][CH2:2][CH2:3][CH2:4][CH2:5][CH2:6][CH2:7][CH2:8][CH2:9][CH2:10][N:11]1[CH2:16][CH2:15][CH:14]([O:17][C:18](=[O:32])[NH:19][C:20]2[CH:25]=[CH:24][CH:23]=[CH:22][C:21]=2[C:26]2[CH:31]=[CH:30][CH:29]=[CH:28][CH:27]=2)[CH2:13][CH2:12]1)=[O:37]. The yield is 0.700. No catalyst specified. The reactants are [NH2:1][CH2:2][CH2:3][CH2:4][CH2:5][CH2:6][CH2:7][CH2:8][CH2:9][CH2:10][N:11]1[CH2:16][CH2:15][CH:14]([O:17][C:18](=[O:32])[NH:19][C:20]2[CH:25]=[CH:24][CH:23]=[CH:22][C:21]=2[C:26]2[CH:31]=[CH:30][CH:29]=[CH:28][CH:27]=2)[CH2:13][CH2:12]1.[F:33][C:34]1[CH:42]=[C:41]([OH:43])[CH:40]=[CH:39][C:35]=1[C:36](O)=[O:37]. (6) The reactants are [C:1]1([CH:7]([C:36]2[CH:41]=[CH:40][CH:39]=[CH:38][CH:37]=2)[CH2:8][NH:9][C:10]2[C:19]3[C:14](=[CH:15][CH:16]=[CH:17][CH:18]=3)[N:13]=[C:12]([C:20]3[C:28]4[C:23](=[CH:24][CH:25]=[CH:26][CH:27]=4)[N:22](C(OC(C)(C)C)=O)[CH:21]=3)[N:11]=2)[CH:6]=[CH:5][CH:4]=[CH:3][CH:2]=1. The catalyst is C(O)(C(F)(F)F)=O.C(Cl)Cl. The product is [C:36]1([CH:7]([C:1]2[CH:6]=[CH:5][CH:4]=[CH:3][CH:2]=2)[CH2:8][NH:9][C:10]2[C:19]3[C:14](=[CH:15][CH:16]=[CH:17][CH:18]=3)[N:13]=[C:12]([C:20]3[C:28]4[C:23](=[CH:24][CH:25]=[CH:26][CH:27]=4)[NH:22][CH:21]=3)[N:11]=2)[CH:37]=[CH:38][CH:39]=[CH:40][CH:41]=1. The yield is 0.670. (7) The reactants are Cl.Cl.[NH2:3][CH2:4][C@@:5]1([OH:13])[CH:10]2[CH2:11][CH2:12][N:7]([CH2:8][CH2:9]2)[CH2:6]1.C([O-])([O-])=O.[Cs+].[Cs+].[N:20]([C:23]1[CH:28]=[C:27]([C:29]2[CH:34]=[CH:33][N:32]=[CH:31][CH:30]=2)[N:26]=[CH:25][N:24]=1)=[C:21]=S.C(N=C=NC(C)C)(C)C. The catalyst is CN(C)C=O. The product is [N:32]1[CH:31]=[CH:30][C:29]([C:27]2[N:26]=[CH:25][N:24]=[C:23]([NH:20][C:21]3[O:13][C@:5]4([CH2:4][N:3]=3)[CH:10]3[CH2:9][CH2:8][N:7]([CH2:12][CH2:11]3)[CH2:6]4)[CH:28]=2)=[CH:34][CH:33]=1. The yield is 0.160. (8) The reactants are [CH3:1][O:2][C:3](=[O:20])[C:4]1[CH:9]=[C:8]([F:10])[CH:7]=[C:6]([CH2:11][NH:12]C(OC(C)(C)C)=O)[CH:5]=1.Cl.O1CCOCC1. The catalyst is C(Cl)Cl. The product is [CH3:1][O:2][C:3](=[O:20])[C:4]1[CH:9]=[C:8]([F:10])[CH:7]=[C:6]([CH2:11][NH2:12])[CH:5]=1. The yield is 0.940. (9) The reactants are [Cl:1][C:2]1[CH:8]=[C:7]([CH3:9])[CH:6]=[C:5]([CH3:10])[C:3]=1[NH2:4].[Cl:11][CH2:12][C:13](O[C:13](=[O:14])[CH2:12][Cl:11])=[O:14]. The catalyst is ClC(Cl)C. The product is [Cl:11][CH2:12][C:13]([NH:4][C:3]1[C:5]([CH3:10])=[CH:6][C:7]([CH3:9])=[CH:8][C:2]=1[Cl:1])=[O:14]. The yield is 0.900. (10) The reactants are [CH3:1][C:2]1([CH3:35])[CH:7]=[C:6]([C:8]2[S:9][C:10]([C:13]3[CH:18]=[C:17]([NH:19][C:20]4[N:25]=[C:24]([C:26]([F:29])([F:28])[F:27])[CH:23]=[CH:22][N:21]=4)[CH:16]=[C:15]([CH3:30])[CH:14]=3)=[CH:11][N:12]=2)[CH2:5][CH2:4][CH:3]1[C:31]([O:33][CH3:34])=[O:32].[H][H]. The catalyst is [Pd].CO. The product is [CH3:1][C:2]1([CH3:35])[CH2:7][CH:6]([C:8]2[S:9][C:10]([C:13]3[CH:18]=[C:17]([NH:19][C:20]4[N:25]=[C:24]([C:26]([F:28])([F:29])[F:27])[CH:23]=[CH:22][N:21]=4)[CH:16]=[C:15]([CH3:30])[CH:14]=3)=[CH:11][N:12]=2)[CH2:5][CH2:4][CH:3]1[C:31]([O:33][CH3:34])=[O:32]. The yield is 0.620.